Task: Predict the product of the given reaction.. Dataset: Forward reaction prediction with 1.9M reactions from USPTO patents (1976-2016) (1) Given the reactants [NH:1]1[CH2:6][CH2:5][O:4][CH2:3][CH2:2]1.[I:7][C:8]1[CH:15]=[CH:14][C:11]([CH2:12]Br)=[CH:10][CH:9]=1, predict the reaction product. The product is: [I:7][C:8]1[CH:15]=[CH:14][C:11]([CH2:12][N:1]2[CH2:6][CH2:5][O:4][CH2:3][CH2:2]2)=[CH:10][CH:9]=1. (2) Given the reactants [Cl:1][C:2]1[CH:7]=[C:6]([Cl:8])[CH:5]=[CH:4][C:3]=1[CH2:9][CH2:10][NH:11][C:12]1[N:17]=[C:16]([O:18][CH3:19])[N:15]=[C:14]([C:20]2[CH:21]=[C:22]([C:26]([CH3:31])([CH3:30])[C:27]([OH:29])=[O:28])[CH:23]=[CH:24][CH:25]=2)[CH:13]=1.Cl, predict the reaction product. The product is: [ClH:1].[Cl:1][C:2]1[CH:7]=[C:6]([Cl:8])[CH:5]=[CH:4][C:3]=1[CH2:9][CH2:10][NH:11][C:12]1[N:17]=[C:16]([O:18][CH3:19])[N:15]=[C:14]([C:20]2[CH:21]=[C:22]([C:26]([CH3:31])([CH3:30])[C:27]([OH:29])=[O:28])[CH:23]=[CH:24][CH:25]=2)[CH:13]=1. (3) Given the reactants Br[C:2]1[CH:7]=[C:6]([CH2:8][CH3:9])[CH:5]=[CH:4][C:3]=1[O:10][CH3:11].[C:12]1([OH:18])[CH:17]=[CH:16][CH:15]=[CH:14][CH:13]=1.C(=O)([O-])[O-].[Cs+].[Cs+].CC(C)(C(=O)CC(=O)C(C)(C)C)C, predict the reaction product. The product is: [CH2:8]([C:6]1[CH:5]=[CH:4][C:3]([O:10][CH3:11])=[C:2]([O:18][C:12]2[CH:17]=[CH:16][CH:15]=[CH:14][CH:13]=2)[CH:7]=1)[CH3:9]. (4) Given the reactants [NH2:1][C:2]1[CH:3]=[C:4]([CH:8]=[C:9]([CH:11]2[CH2:15][CH2:14][CH2:13][CH2:12]2)[CH:10]=1)[C:5]([OH:7])=[O:6].[CH3:16][O:17][C:18]1[N:23]=[C:22]([O:24][CH3:25])[C:21]([C:26]2[CH:35]=[C:34]3[C:29]([C:30](Cl)=[C:31]([C:36]([NH2:38])=[O:37])[CH:32]=[N:33]3)=[CH:28][CH:27]=2)=[CH:20][N:19]=1, predict the reaction product. The product is: [NH2:38][C:36]([C:31]1[CH:32]=[N:33][C:34]2[C:29]([C:30]=1[NH:1][C:2]1[CH:3]=[C:4]([CH:8]=[C:9]([CH:11]3[CH2:12][CH2:13][CH2:14][CH2:15]3)[CH:10]=1)[C:5]([OH:7])=[O:6])=[CH:28][CH:27]=[C:26]([C:21]1[C:22]([O:24][CH3:25])=[N:23][C:18]([O:17][CH3:16])=[N:19][CH:20]=1)[CH:35]=2)=[O:37].